This data is from Catalyst prediction with 721,799 reactions and 888 catalyst types from USPTO. The task is: Predict which catalyst facilitates the given reaction. Product: [Cl:25][C:24]([Cl:27])([Cl:26])[CH2:23][O:22][C:20]([NH:1][C:2]1[CH:3]=[C:4]([CH:10]=[CH:11][CH:12]=1)[C:5]([O:7][CH2:8][CH3:9])=[O:6])=[O:21]. Reactant: [NH2:1][C:2]1[CH:3]=[C:4]([CH:10]=[CH:11][CH:12]=1)[C:5]([O:7][CH2:8][CH3:9])=[O:6].N1C=CC=CC=1.Cl[C:20]([O:22][CH2:23][C:24]([Cl:27])([Cl:26])[Cl:25])=[O:21].C(OCC)(=O)C. The catalyst class is: 30.